This data is from Forward reaction prediction with 1.9M reactions from USPTO patents (1976-2016). The task is: Predict the product of the given reaction. (1) The product is: [CH2:2]([NH:9][C:10]([CH3:14])([CH3:13])[CH2:11][OH:12])[C:3]1[CH:8]=[CH:7][CH:6]=[CH:5][CH:4]=1. Given the reactants Cl.[CH2:2]([NH:9][C:10]([CH3:14])([CH3:13])[CH2:11][OH:12])[C:3]1[CH:8]=[CH:7][CH:6]=[CH:5][CH:4]=1.[OH-].[Na+], predict the reaction product. (2) Given the reactants [F:1][C:2]([F:16])([F:15])[C:3]1[CH:4]=[C:5]2[C:9](=[CH:10][CH:11]=1)[NH:8][C:7]([C:12]([OH:14])=[O:13])=[CH:6]2.S(=O)(=O)(O)O.[CH3:22]O, predict the reaction product. The product is: [F:16][C:2]([F:15])([F:1])[C:3]1[CH:4]=[C:5]2[C:9](=[CH:10][CH:11]=1)[NH:8][C:7]([C:12]([O:14][CH3:22])=[O:13])=[CH:6]2. (3) Given the reactants [N:1]1([C:7]([O:9][C:10]([CH3:13])([CH3:12])[CH3:11])=[O:8])[CH2:6][CH2:5][NH:4][CH2:3][CH2:2]1.CC1C=CC(S(N([N:26]=[O:27])C)(=O)=O)=CC=1, predict the reaction product. The product is: [N:26]([N:4]1[CH2:5][CH2:6][N:1]([C:7]([O:9][C:10]([CH3:13])([CH3:12])[CH3:11])=[O:8])[CH2:2][CH2:3]1)=[O:27]. (4) The product is: [Cl:1][C:2]1[C:3]([NH:23][C:24]2[CH:28]=[C:27]([CH3:29])[NH:26][N:25]=2)=[N:4][C:5]([NH:8][C:9]2[C:10]([F:22])=[CH:11][C:12]([CH:16]3[CH2:17][CH2:18][N:19]([C:38]([C:36]4[O:35][N:34]=[C:33]([CH:30]([CH3:32])[CH3:31])[N:37]=4)=[O:52])[CH2:20][CH2:21]3)=[C:13]([CH3:15])[CH:14]=2)=[N:6][CH:7]=1. Given the reactants [Cl:1][C:2]1[C:3]([NH:23][C:24]2[CH:28]=[C:27]([CH3:29])[NH:26][N:25]=2)=[N:4][C:5]([NH:8][C:9]2[CH:14]=[C:13]([CH3:15])[C:12]([CH:16]3[CH2:21][CH2:20][NH:19][CH2:18][CH2:17]3)=[CH:11][C:10]=2[F:22])=[N:6][CH:7]=1.[CH:30]([C:33]1[N:37]=[C:36]([C:38](Cl)(Cl)Cl)[O:35][N:34]=1)([CH3:32])[CH3:31].CCN(C(C)C)C(C)C.C[OH:52], predict the reaction product. (5) Given the reactants [C:1]([C:4]1[CH:14]=[CH:13][C:7]([C:8]([O:10][CH2:11][CH3:12])=[O:9])=[CH:6][CH:5]=1)(=O)[CH3:2].C(OP(CC(OCC)=O)(OCC)=O)C.C(O[K])(C)(C)C.[C:35]([O:38][CH2:39][CH3:40])(=[O:37])[CH3:36], predict the reaction product. The product is: [CH2:39]([O:38][C:35](=[O:37])[CH2:36][CH:1]([C:4]1[CH:14]=[CH:13][C:7]([C:8]([O:10][CH2:11][CH3:12])=[O:9])=[CH:6][CH:5]=1)[CH3:2])[CH3:40]. (6) Given the reactants [Br:1][C:2]1[C:3]([CH3:9])=[N:4][C:5](Cl)=[N:6][CH:7]=1.[H-].[Na+].[CH3:12][CH:13]([OH:15])[CH3:14], predict the reaction product. The product is: [Br:1][C:2]1[C:3]([CH3:9])=[N:4][C:5]([O:15][CH:13]([CH3:14])[CH3:12])=[N:6][CH:7]=1. (7) Given the reactants [Cl:1][C:2]1[N:3]([CH3:13])[C:4]2[C:9]([C:10]=1C=O)=[CH:8][CH:7]=[CH:6][CH:5]=2.[CH3:14][N:15]1C2C(=CC=CC=2)C(C=O)=[CH:16]1, predict the reaction product. The product is: [Cl:1][C:2]1([CH2:14][NH:15][CH3:16])[CH2:10][C:9]2[C:4](=[CH:5][CH:6]=[CH:7][CH:8]=2)[N:3]1[CH3:13].